Dataset: CYP2C9 inhibition data for predicting drug metabolism from PubChem BioAssay. Task: Regression/Classification. Given a drug SMILES string, predict its absorption, distribution, metabolism, or excretion properties. Task type varies by dataset: regression for continuous measurements (e.g., permeability, clearance, half-life) or binary classification for categorical outcomes (e.g., BBB penetration, CYP inhibition). Dataset: cyp2c9_veith. (1) The drug is Cc1ccc(-c2nnc(SCC(C)C)n2C)cc1. The result is 0 (non-inhibitor). (2) The drug is N[C@H](C(=O)O)c1ccc(C(=O)O)cc1. The result is 0 (non-inhibitor). (3) The drug is CC(C)(C)C(=O)NC(=C(Cl)Cl)P(=O)(O)O. The result is 0 (non-inhibitor). (4) The drug is Cc1ccc(N)cc1.O=S(=O)(O)/C(=C\c1ccccc1)c1ccccc1. The result is 0 (non-inhibitor). (5) The compound is NC1=N[C@H](c2ccc(Cl)cc2)N(c2ccc(S(=O)(=O)Nc3ncccn3)cc2)C(N)=N1. The result is 0 (non-inhibitor). (6) The drug is C=CCNC(=O)c1cc(Cl)ccc1Cl. The result is 0 (non-inhibitor). (7) The result is 1 (inhibitor). The compound is CN1C(=O)c2ccccc2Sc2ccc(C(=O)N3CCC4(CC3)OCCO4)cc21.